From a dataset of Reaction yield outcomes from USPTO patents with 853,638 reactions. Predict the reaction yield, written as a fraction of the theoretical maximum amount of product (1.0 means a 100% yield; for example, 0.34 means a 34% yield). (1) The reactants are Br[C:2]1[C:3]([N:20]2[CH2:25][CH2:24][N:23]([C:26](=[O:36])[CH2:27][NH:28][C:29](=[O:35])[O:30][C:31]([CH3:34])([CH3:33])[CH3:32])[CH2:22][CH2:21]2)=[C:4]2[C:10]([NH:11][C:12](=[O:19])[C:13]3[CH:18]=[CH:17][CH:16]=[N:15][CH:14]=3)=[CH:9][NH:8][C:5]2=[N:6][CH:7]=1.[C:37]1(B(O)O)[CH:42]=[CH:41][CH:40]=[CH:39][CH:38]=1. The catalyst is O1CCOCC1.C(Cl)Cl.C1C=CC([P]([Pd]([P](C2C=CC=CC=2)(C2C=CC=CC=2)C2C=CC=CC=2)([P](C2C=CC=CC=2)(C2C=CC=CC=2)C2C=CC=CC=2)[P](C2C=CC=CC=2)(C2C=CC=CC=2)C2C=CC=CC=2)(C2C=CC=CC=2)C2C=CC=CC=2)=CC=1. The product is [C:12]([NH:11][C:10]1[C:4]2[C:5](=[N:6][CH:7]=[C:2]([C:37]3[CH:42]=[CH:41][CH:40]=[CH:39][CH:38]=3)[C:3]=2[N:20]2[CH2:25][CH2:24][N:23]([C:26](=[O:36])[CH2:27][NH:28][C:29](=[O:35])[O:30][C:31]([CH3:34])([CH3:33])[CH3:32])[CH2:22][CH2:21]2)[NH:8][CH:9]=1)(=[O:19])[C:13]1[CH:18]=[CH:17][CH:16]=[N:15][CH:14]=1.[C:37]1([C:2]2[C:3]([N:20]3[CH2:25][CH2:24][NH:23][CH2:22][CH2:21]3)=[C:4]3[C:10]([NH:11][C:12](=[O:19])[C:13]4[CH:18]=[CH:17][CH:16]=[N:15][CH:14]=4)=[CH:9][NH:8][C:5]3=[N:6][CH:7]=2)[CH:42]=[CH:41][CH:40]=[CH:39][CH:38]=1. The yield is 0.150. (2) The reactants are Cl.[NH:2]([C:4]1[CH:9]=[C:8]([C:10]#[N:11])[CH:7]=[CH:6][N:5]=1)[NH2:3].CN(C)/[CH:14]=[CH:15]/[C:16]([C:18]1[CH:23]=[CH:22][CH:21]=[C:20]([F:24])[CH:19]=1)=O. No catalyst specified. The product is [F:24][C:20]1[CH:19]=[C:18]([C:16]2[N:2]([C:4]3[CH:9]=[C:8]([C:10]#[N:11])[CH:7]=[CH:6][N:5]=3)[N:3]=[CH:14][CH:15]=2)[CH:23]=[CH:22][CH:21]=1. The yield is 0.980. (3) The reactants are C[O:2][C:3]1[CH:20]=[CH:19][C:6]2[N:7]=[C:8]([C:10]3[CH:15]=[CH:14][CH:13]=[C:12]([O:16]C)[C:11]=3[CH3:18])[S:9][C:5]=2[CH:4]=1.[B]. No catalyst specified. The product is [OH:2][C:3]1[CH:20]=[CH:19][C:6]2[N:7]=[C:8]([C:10]3[CH:15]=[CH:14][CH:13]=[C:12]([OH:16])[C:11]=3[CH3:18])[S:9][C:5]=2[CH:4]=1. The yield is 0.900. (4) The reactants are [OH-].[Na+].[Br:3][C:4]1[CH:5]=[C:6]2[C:11](=[CH:12][CH:13]=1)[N:10]=[CH:9][C:8]([C:14]([O:16]CC)=[O:15])=[C:7]2[OH:19]. The catalyst is C(O)C. The product is [Br:3][C:4]1[CH:5]=[C:6]2[C:11](=[CH:12][CH:13]=1)[N:10]=[CH:9][C:8]([C:14]([OH:16])=[O:15])=[C:7]2[OH:19]. The yield is 0.721. (5) The reactants are [F:1][C:2]1[C:10]([O:11][C:12]2[C:21]3[C:16](=[CH:17][C:18]([O:24][CH2:25][C@@H:26]4[CH2:30][CH2:29][CH2:28][NH:27]4)=[C:19]([O:22][CH3:23])[CH:20]=3)[N:15]=[CH:14][N:13]=2)=[CH:9][CH:8]=[C:7]2[C:3]=1[CH:4]=[C:5]([CH3:31])[NH:6]2.[C:32](Cl)(=[O:36])[CH:33]([CH3:35])[CH3:34]. No catalyst specified. The product is [F:1][C:2]1[C:10]([O:11][C:12]2[C:21]3[C:16](=[CH:17][C:18]([O:24][CH2:25][C@@H:26]4[CH2:30][CH2:29][CH2:28][N:27]4[C:32](=[O:36])[CH:33]([CH3:35])[CH3:34])=[C:19]([O:22][CH3:23])[CH:20]=3)[N:15]=[CH:14][N:13]=2)=[CH:9][CH:8]=[C:7]2[C:3]=1[CH:4]=[C:5]([CH3:31])[NH:6]2. The yield is 0.540. (6) The reactants are C[Al](C)C.[CH3:5][C:6]1[N:7]=[CH:8][C:9]([NH2:12])=[N:10][CH:11]=1.[Si:13]([O:20][C@@H:21]([CH2:26][O:27][C@@H:28]([CH3:32])[CH2:29][O:30][CH3:31])[C:22](OC)=[O:23])([C:16]([CH3:19])([CH3:18])[CH3:17])([CH3:15])[CH3:14].C(C(C(C([O-])=O)O)O)([O-])=O.[K+].[Na+]. The catalyst is C1(C)C=CC=CC=1.C(OCC)(=O)C. The product is [Si:13]([O:20][C@@H:21]([CH2:26][O:27][C@@H:28]([CH3:32])[CH2:29][O:30][CH3:31])[C:22]([NH:12][C:9]1[CH:8]=[N:7][C:6]([CH3:5])=[CH:11][N:10]=1)=[O:23])([C:16]([CH3:19])([CH3:18])[CH3:17])([CH3:14])[CH3:15]. The yield is 0.310. (7) The reactants are [F:1][C:2]1[CH:36]=[C:35]([NH:37][C:38]([NH:40][C:41](=[O:50])[CH2:42][C:43]2[CH:48]=[CH:47][C:46]([F:49])=[CH:45][CH:44]=2)=[S:39])[CH:34]=[CH:33][C:3]=1[O:4][C:5]1[CH:10]=[CH:9][N:8]=[C:7]2[CH:11]=[C:12]([C:14]3[N:19]=[CH:18][C:17]([CH2:20][N:21]([CH2:29][CH2:30][O:31][CH3:32])C(=O)OC(C)(C)C)=[CH:16][CH:15]=3)[S:13][C:6]=12. The catalyst is C(O)(C(F)(F)F)=O. The product is [F:1][C:2]1[CH:36]=[C:35]([NH:37][C:38]([NH:40][C:41](=[O:50])[CH2:42][C:43]2[CH:44]=[CH:45][C:46]([F:49])=[CH:47][CH:48]=2)=[S:39])[CH:34]=[CH:33][C:3]=1[O:4][C:5]1[CH:10]=[CH:9][N:8]=[C:7]2[CH:11]=[C:12]([C:14]3[CH:15]=[CH:16][C:17]([CH2:20][NH:21][CH2:29][CH2:30][O:31][CH3:32])=[CH:18][N:19]=3)[S:13][C:6]=12. The yield is 0.630. (8) The yield is 0.600. The catalyst is CO. The reactants are C([O:3][C:4]([C:6]1[CH:7]=[N:8][C:9]2[C:14]([CH:15]=1)=[CH:13][CH:12]=[C:11]([NH:16][C:17]([C:19]1[C:20]([C:25]3[CH:30]=[CH:29][C:28]([C:31]([F:34])([F:33])[F:32])=[CH:27][CH:26]=3)=[CH:21][CH:22]=[CH:23][CH:24]=1)=[O:18])[CH:10]=2)=[O:5])C.[OH-].[Na+]. The product is [F:34][C:31]([F:32])([F:33])[C:28]1[CH:27]=[CH:26][C:25]([C:20]2[C:19]([C:17]([NH:16][C:11]3[CH:10]=[C:9]4[C:14]([CH:15]=[C:6]([C:4]([OH:5])=[O:3])[CH:7]=[N:8]4)=[CH:13][CH:12]=3)=[O:18])=[CH:24][CH:23]=[CH:22][CH:21]=2)=[CH:30][CH:29]=1. (9) The reactants are Cl[C:2]1[CH:3]=[C:4]([NH2:9])[CH:5]=[CH:6][C:7]=1F.[C:10]([O-:13])(=[O:12])C.[K+].BrBr.[O-:17]S([O-])=O.[Na+].[Na+]. The catalyst is C(O)(=O)C. The product is [NH2:9][C:4]1[CH:5]=[CH:6][C:7]([OH:17])=[CH:2][C:3]=1[C:10]([OH:13])=[O:12]. The yield is 0.790. (10) The reactants are C1(P(C2C=CC=CC=2)C2C=CC=CC=2)C=CC=CC=1.[C:20]([O:24][C:25](=[O:42])[C@@H:26]([N:28]([C:31](=[O:41])[C:32]1[CH:37]=[CH:36][CH:35]=[CH:34][C:33]=1[N:38]=[N+]=[N-])[CH:29]=O)[CH3:27])([CH3:23])([CH3:22])[CH3:21]. The catalyst is C1(C)C(C)=CC=CC=1. The product is [C:20]([O:24][C:25](=[O:42])[C@@H:26]([N:28]1[C:31](=[O:41])[C:32]2[C:33](=[CH:34][CH:35]=[CH:36][CH:37]=2)[N:38]=[CH:29]1)[CH3:27])([CH3:23])([CH3:22])[CH3:21]. The yield is 0.750.